This data is from Cav3 T-type calcium channel HTS with 100,875 compounds. The task is: Binary Classification. Given a drug SMILES string, predict its activity (active/inactive) in a high-throughput screening assay against a specified biological target. (1) The molecule is Clc1cc(N2CCN(C(C(C)C)c3n(nnn3)C(C)(C)C)CC2)ccc1. The result is 0 (inactive). (2) The drug is O=C(N\N=C1/C2CCN(CC2)C1)c1cc2c(cc1O)cccc2. The result is 0 (inactive). (3) The molecule is Clc1ccc(Oc2ccc(NC(=S)NC(=O)c3ccc(cc3)C)cc2)cc1. The result is 0 (inactive). (4) The compound is O(c1c(NC(=O)CCC)cc(c2nc3n(c2)cccn3)cc1)C. The result is 0 (inactive). (5) The drug is s1c(C=2OC(=O)C(/N2)=C\c2cc(OC(C)C)c(OC)cc2)ccc1. The result is 0 (inactive). (6) The compound is S(C1=C(CC(NC1=O)(C)C)C)c1[nH]c2c(n1)cccc2. The result is 0 (inactive).